From a dataset of Full USPTO retrosynthesis dataset with 1.9M reactions from patents (1976-2016). Predict the reactants needed to synthesize the given product. (1) Given the product [F:1][C:2]1[CH:7]=[CH:6][CH:5]=[CH:4][C:3]=1[C:8]1[N:9]=[C:10]([CH3:21])[N:11]([NH2:13])[CH:12]=1, predict the reactants needed to synthesize it. The reactants are: [F:1][C:2]1[CH:7]=[CH:6][CH:5]=[CH:4][C:3]=1[C:8]1[N:9]=[C:10]([CH3:21])[N:11]([NH:13]C(=O)OC(C)(C)C)[CH:12]=1.FC(F)(F)C(O)=O.[OH-].[Na+]. (2) The reactants are: [CH3:1][S:2]([C:5]1[CH:10]=[CH:9][C:8]([CH:11]=[CH:12][C:13]([OH:15])=O)=[CH:7][CH:6]=1)(=[O:4])=[O:3].S(Cl)(Cl)=O.CCN(C(C)C)C(C)C.[CH3:29][N:30]1[C@@H:34]([CH3:35])[C@@H:33]([C:36]2[CH:41]=[CH:40][CH:39]=[CH:38][CH:37]=2)[NH:32][C:31]1=[O:42]. Given the product [CH3:1][S:2]([C:5]1[CH:6]=[CH:7][C:8](/[CH:11]=[CH:12]/[C:13]([N:32]2[C@H:33]([C:36]3[CH:41]=[CH:40][CH:39]=[CH:38][CH:37]=3)[C@H:34]([CH3:35])[N:30]([CH3:29])[C:31]2=[O:42])=[O:15])=[CH:9][CH:10]=1)(=[O:3])=[O:4], predict the reactants needed to synthesize it. (3) The reactants are: [C:1]([O:4][CH:5]([CH:16]1[CH2:18][CH2:17]1)[C:6]([O:8]CC1C=CC=CC=1)=[O:7])(=[O:3])[CH3:2]. Given the product [C:1]([O:4][CH:5]([CH:16]1[CH2:17][CH2:18]1)[C:6]([OH:8])=[O:7])(=[O:3])[CH3:2], predict the reactants needed to synthesize it. (4) Given the product [C:14]([C:16]1[CH:24]=[CH:23][C:19]([CH2:20][O:21]/[N:22]=[C:10](/[C:4]2[CH:5]=[CH:6][C:7]([O:8][CH3:9])=[C:2]([OH:1])[CH:3]=2)\[CH3:11])=[CH:18][CH:17]=1)#[N:15], predict the reactants needed to synthesize it. The reactants are: [OH:1][C:2]1[CH:3]=[C:4]([C:10](=O)[CH3:11])[CH:5]=[CH:6][C:7]=1[O:8][CH3:9].Cl.[C:14]([C:16]1[CH:24]=[CH:23][C:19]([CH2:20][O:21][NH2:22])=[CH:18][CH:17]=1)#[N:15]. (5) Given the product [CH2:19]([O:18][C:16]([N:1]1[CH2:9][CH2:8][CH:4]([C:5]([OH:7])=[O:6])[CH2:3][CH2:2]1)=[O:17])[C:20]1[CH:25]=[CH:24][CH:23]=[CH:22][CH:21]=1, predict the reactants needed to synthesize it. The reactants are: [NH:1]1[CH2:9][CH2:8][CH:4]([C:5]([OH:7])=[O:6])[CH2:3][CH2:2]1.C(=O)(O)[O-].[Na+].Cl[C:16]([O:18][CH2:19][C:20]1[CH:25]=[CH:24][CH:23]=[CH:22][CH:21]=1)=[O:17]. (6) Given the product [OH:4][CH2:3][C:2]([NH:1][S:14]([C:12]1[S:13][C:9]([Cl:8])=[C:10]([N+:18]([O-:20])=[O:19])[CH:11]=1)(=[O:16])=[O:15])([CH2:5][OH:6])[CH3:7], predict the reactants needed to synthesize it. The reactants are: [NH2:1][C:2]([CH3:7])([CH2:5][OH:6])[CH2:3][OH:4].[Cl:8][C:9]1[S:13][C:12]([S:14](Cl)(=[O:16])=[O:15])=[CH:11][C:10]=1[N+:18]([O-:20])=[O:19].C(N(CC)CC)C.O.